Dataset: NCI-60 drug combinations with 297,098 pairs across 59 cell lines. Task: Regression. Given two drug SMILES strings and cell line genomic features, predict the synergy score measuring deviation from expected non-interaction effect. (1) Drug 1: C1C(C(OC1N2C=NC3=C(N=C(N=C32)Cl)N)CO)O. Drug 2: CC1C(C(CC(O1)OC2CC(OC(C2O)C)OC3=CC4=CC5=C(C(=O)C(C(C5)C(C(=O)C(C(C)O)O)OC)OC6CC(C(C(O6)C)O)OC7CC(C(C(O7)C)O)OC8CC(C(C(O8)C)O)(C)O)C(=C4C(=C3C)O)O)O)O. Cell line: SK-MEL-5. Synergy scores: CSS=57.6, Synergy_ZIP=-0.373, Synergy_Bliss=-1.17, Synergy_Loewe=-4.62, Synergy_HSA=-0.564. (2) Drug 1: C1=NC2=C(N=C(N=C2N1C3C(C(C(O3)CO)O)F)Cl)N. Drug 2: CC1C(C(CC(O1)OC2CC(CC3=C2C(=C4C(=C3O)C(=O)C5=C(C4=O)C(=CC=C5)OC)O)(C(=O)CO)O)N)O.Cl. Cell line: UO-31. Synergy scores: CSS=31.8, Synergy_ZIP=-4.02, Synergy_Bliss=-3.04, Synergy_Loewe=-2.50, Synergy_HSA=-2.20. (3) Drug 1: CNC(=O)C1=NC=CC(=C1)OC2=CC=C(C=C2)NC(=O)NC3=CC(=C(C=C3)Cl)C(F)(F)F. Drug 2: CC1C(C(CC(O1)OC2CC(CC3=C2C(=C4C(=C3O)C(=O)C5=CC=CC=C5C4=O)O)(C(=O)C)O)N)O. Cell line: U251. Synergy scores: CSS=62.0, Synergy_ZIP=0.829, Synergy_Bliss=0.977, Synergy_Loewe=-1.68, Synergy_HSA=3.30. (4) Drug 1: C1CN1P(=S)(N2CC2)N3CC3. Cell line: UACC62. Synergy scores: CSS=17.5, Synergy_ZIP=-10.2, Synergy_Bliss=-2.54, Synergy_Loewe=-2.35, Synergy_HSA=-2.13. Drug 2: CC(C)CN1C=NC2=C1C3=CC=CC=C3N=C2N. (5) Drug 1: CS(=O)(=O)C1=CC(=C(C=C1)C(=O)NC2=CC(=C(C=C2)Cl)C3=CC=CC=N3)Cl. Drug 2: CC1CCCC2(C(O2)CC(NC(=O)CC(C(C(=O)C(C1O)C)(C)C)O)C(=CC3=CSC(=N3)C)C)C. Cell line: OVCAR-5. Synergy scores: CSS=11.3, Synergy_ZIP=-2.08, Synergy_Bliss=4.53, Synergy_Loewe=-0.238, Synergy_HSA=2.38.